From a dataset of Forward reaction prediction with 1.9M reactions from USPTO patents (1976-2016). Predict the product of the given reaction. (1) Given the reactants [Cl:1][C:2]1[CH:9]=[C:8]([N:10]2[CH:14]([CH2:15][CH3:16])[C:13](=[O:17])[C:12]([CH3:19])([CH3:18])[C:11]2=[O:20])[CH:7]=[CH:6][C:3]=1[C:4]#[N:5].[CH3:21][Mg]Br.C1COCC1, predict the reaction product. The product is: [Cl:1][C:2]1[CH:9]=[C:8]([N:10]2[C:11](=[O:20])[C:12]([CH3:19])([CH3:18])[C@:13]([OH:17])([CH3:21])[C@H:14]2[CH2:15][CH3:16])[CH:7]=[CH:6][C:3]=1[C:4]#[N:5]. (2) Given the reactants C(N(CC)CC)C.[NH2:8][C:9]1[N:17]=[C:16]([CH3:18])[CH:15]=[CH:14][C:10]=1[C:11]([OH:13])=O.[CH3:19][C:20]1[CH:25]=[CH:24][CH:23]=[CH:22][C:21]=1[O:26][C:27]1[CH:28]=[C:29]([CH:32]=[CH:33][CH:34]=1)[CH2:30][NH2:31].CN([P+](ON1N=NC2C=CC=CC1=2)(N(C)C)N(C)C)C.F[P-](F)(F)(F)(F)F, predict the reaction product. The product is: [CH3:19][C:20]1[CH:25]=[CH:24][CH:23]=[CH:22][C:21]=1[O:26][C:27]1[CH:28]=[C:29]([CH2:30][NH:31][C:11](=[O:13])[C:10]2[CH:14]=[CH:15][C:16]([CH3:18])=[N:17][C:9]=2[NH2:8])[CH:32]=[CH:33][CH:34]=1.